Dataset: Full USPTO retrosynthesis dataset with 1.9M reactions from patents (1976-2016). Task: Predict the reactants needed to synthesize the given product. (1) Given the product [N:20]1[CH:25]=[CH:24][CH:23]=[C:22]([CH2:26][CH2:27][NH:28][C:3]2[S:4]/[C:5](=[CH:9]\[C:10]3[CH:11]=[C:12]4[C:17](=[CH:18][CH:19]=3)[N:16]=[CH:15][CH:14]=[CH:13]4)/[C:6](=[O:8])[N:7]=2)[CH:21]=1, predict the reactants needed to synthesize it. The reactants are: CS[C:3]1[S:4]/[C:5](=[CH:9]\[C:10]2[CH:11]=[C:12]3[C:17](=[CH:18][CH:19]=2)[N:16]=[CH:15][CH:14]=[CH:13]3)/[C:6](=[O:8])[N:7]=1.[N:20]1[CH:25]=[CH:24][CH:23]=[C:22]([CH2:26][CH2:27][NH2:28])[CH:21]=1.CCN(C(C)C)C(C)C. (2) Given the product [CH3:11][O:12][CH2:13][CH2:14][O:10][C:7]1[CH:8]=[CH:9][C:4]([N+:1]([O-:3])=[O:2])=[CH:5][CH:6]=1, predict the reactants needed to synthesize it. The reactants are: [N+:1]([C:4]1[CH:9]=[CH:8][C:7]([OH:10])=[CH:6][CH:5]=1)([O-:3])=[O:2].[CH3:11][O:12][CH2:13][CH2:14]Br.C([O-])([O-])=O.[K+].[K+].